This data is from Catalyst prediction with 721,799 reactions and 888 catalyst types from USPTO. The task is: Predict which catalyst facilitates the given reaction. (1) Reactant: Cl[C:2]1[N:7]=[C:6]([NH:8][CH2:9][CH2:10][CH3:11])[C:5]([I:12])=[CH:4][N:3]=1.[CH3:13][NH2:14]. Product: [I:12][C:5]1[C:6]([NH:8][CH2:9][CH2:10][CH3:11])=[N:7][C:2]([NH:14][CH3:13])=[N:3][CH:4]=1. The catalyst class is: 83. (2) Reactant: [NH2:1][C:2]1[C:3]([C:16]2[CH:48]=[CH:47][C:19]([C:20]([NH:22][C@@H:23]([C:39]3[CH:44]=[C:43]([F:45])[CH:42]=[C:41]([Br:46])[CH:40]=3)[CH2:24][N:25]([CH3:38])S(C3C=CC=CC=3[N+]([O-])=O)(=O)=O)=[O:21])=[C:18]([F:49])[CH:17]=2)=[N:4][C:5]([C@H:8]2[CH2:13][CH2:12][C@H:11]([OH:14])[C@@H:10]([F:15])[CH2:9]2)=[CH:6][N:7]=1.C([O-])([O-])=O.[K+].[K+].SC1C=CC(C(O)=O)=CC=1.O. Product: [NH2:1][C:2]1[C:3]([C:16]2[CH:48]=[CH:47][C:19]([C:20]([NH:22][C@@H:23]([C:39]3[CH:44]=[C:43]([F:45])[CH:42]=[C:41]([Br:46])[CH:40]=3)[CH2:24][NH:25][CH3:38])=[O:21])=[C:18]([F:49])[CH:17]=2)=[N:4][C:5]([C@H:8]2[CH2:13][CH2:12][C@H:11]([OH:14])[C@@H:10]([F:15])[CH2:9]2)=[CH:6][N:7]=1. The catalyst class is: 3. (3) Reactant: [C:1]1([C@@H:13]2[CH2:17][CH2:16][CH:15]([NH2:18])[CH2:14]2)[C:5]2=[C:6]3[CH:12]=[CH:11][NH:10][C:7]3=[N:8][CH:9]=[C:4]2[NH:3][N:2]=1.Cl[C:20]1[CH:27]=[CH:26][C:23]([C:24]#[N:25])=[CH:22][N:21]=1.CCN(C(C)C)C(C)C. Product: [C:1]1([C@@H:13]2[CH2:17][CH2:16][C@@H:15]([NH:18][C:20]3[CH:27]=[CH:26][C:23]([C:24]#[N:25])=[CH:22][N:21]=3)[CH2:14]2)[C:5]2=[C:6]3[CH:12]=[CH:11][NH:10][C:7]3=[N:8][CH:9]=[C:4]2[NH:3][N:2]=1. The catalyst class is: 14.